Dataset: Experimentally validated miRNA-target interactions with 360,000+ pairs, plus equal number of negative samples. Task: Binary Classification. Given a miRNA mature sequence and a target amino acid sequence, predict their likelihood of interaction. (1) The miRNA is bta-miR-146b with sequence UGAGAACUGAAUUCCAUAGGCUGU. The protein sequence of the target gene is MSAIQNLHSFDPFADASKGDDLLPAGTEDYIHIRIQQRNGRKTLTTVQGIADDYDKKKLVKAFKKKFACNGTVIEHPEYGEVIQLQGDQRKNICQFLVEIGLAKDDQLKVHGF. Result: 0 (no interaction). (2) The miRNA is hsa-let-7c-3p with sequence CUGUACAACCUUCUAGCUUUCC. The protein sequence of the target gene is MQDTVTTSALLDPSHSSVSTQDNSSTGGHTSSTSPQLSKPSITPVPAKSRNPHPRANIRRMRRIIAEDPEWSLAIVPLLTELCIQHIIRNFQKNPILKQMLPEHQQKVLNHLSPDLPLAVTANLIDSENYWLRCCMHRWPVCHVAHHGGSWKRMFFERHLENLLKHFIPGTTDPAVILDLLPLCRNYVRRVHVDQFLPPVQLPAQLRPGDQSDSGSEGEMEEPTVDHYQLGDLVAGLSHLEELDLVYDVKDCGMNFEWNLFLFTYRDCLSLAAAIKACHTLKIFKLTRSKVDDDKARIII.... Result: 0 (no interaction). (3) The miRNA is hsa-miR-4279 with sequence CUCUCCUCCCGGCUUC. The protein sequence of the target gene is MANAEVSVPVGDVVVVPTEGNEGENPEDTKTQVILQLQPVQQGLFIDGHFYNRIYEAGSENNTAVVAVETHTIHKIEEGIDTGTIEANEDMEIAYPITCGESKAILLWKKFVCPGINVKCVKFNDQLISPKHFVHLAGKSTLKDWKRAIRLGGIMLRKMMDSGQIDFYQHDKVCSNTCRSTKFDLLISSARAPVPGQQTSVVQTPTSADGSITQIAISEESMEEAGLEWNSALTAAVTMATEEGVKKDSEEISEDTLMFWKGIADVGLMEEVVCNIQKEIEELLRGVQQRLIQAPFQVTD.... Result: 1 (interaction).